From a dataset of Full USPTO retrosynthesis dataset with 1.9M reactions from patents (1976-2016). Predict the reactants needed to synthesize the given product. (1) Given the product [CH3:25][O:26][CH2:27][C@@H:28]([O:30][C:31]1[CH:32]=[C:33]([CH:37]=[C:38]([O:40][C:41]2[CH:42]=[CH:43][C:44]([S:47]([CH3:50])(=[O:48])=[O:49])=[CH:45][CH:46]=2)[CH:39]=1)[C:34]([NH:60][C:61]1[CH:65]=[CH:64][N:63]([C:66]([O:68][C:69]([CH3:72])([CH3:71])[CH3:70])=[O:67])[N:62]=1)=[O:35])[CH3:29], predict the reactants needed to synthesize it. The reactants are: CN(C(ON1N=NC2C=CC=NC1=2)=[N+](C)C)C.F[P-](F)(F)(F)(F)F.[CH3:25][O:26][CH2:27][C@@H:28]([O:30][C:31]1[CH:32]=[C:33]([CH:37]=[C:38]([O:40][C:41]2[CH:46]=[CH:45][C:44]([S:47]([CH3:50])(=[O:49])=[O:48])=[CH:43][CH:42]=2)[CH:39]=1)[C:34](O)=[O:35])[CH3:29].CCN(C(C)C)C(C)C.[NH2:60][C:61]1[CH:65]=[CH:64][N:63]([C:66]([O:68][C:69]([CH3:72])([CH3:71])[CH3:70])=[O:67])[N:62]=1. (2) Given the product [ClH:29].[F:28][C:2]([F:1])([F:27])[CH2:3][O:4][C:5]([N:7]1[CH2:13][C@H:12]([NH2:14])[C:11](=[O:22])[NH:10][C:9]2[CH:23]=[CH:24][CH:25]=[CH:26][C:8]1=2)=[O:6], predict the reactants needed to synthesize it. The reactants are: [F:1][C:2]([F:28])([F:27])[CH2:3][O:4][C:5]([N:7]1[CH2:13][C@H:12]([NH:14]C(OC(C)(C)C)=O)[C:11](=[O:22])[NH:10][C:9]2[CH:23]=[CH:24][CH:25]=[CH:26][C:8]1=2)=[O:6].[ClH:29]. (3) Given the product [NH2:32][C:5]1[CH:6]=[C:7]([C:10]2([OH:31])[C:18]3[C:13](=[C:14]([F:20])[CH:15]=[CH:16][C:17]=3[F:19])[C:12](=[O:21])[N:11]2[C:22]2[CH:27]=[CH:26][CH:25]=[C:24]([C:28]#[CH:29])[C:23]=2[F:30])[CH:8]=[CH:9][C:4]=1[NH2:1], predict the reactants needed to synthesize it. The reactants are: [N:1]([C:4]1[CH:9]=[CH:8][C:7]([C:10]2([OH:31])[C:18]3[C:13](=[C:14]([F:20])[CH:15]=[CH:16][C:17]=3[F:19])[C:12](=[O:21])[N:11]2[C:22]2[CH:27]=[CH:26][CH:25]=[C:24]([C:28]#[CH:29])[C:23]=2[F:30])=[CH:6][C:5]=1[N+:32]([O-])=O)=[N+]=[N-].O1CCCC1.O.C([O-])=O.[NH4+]. (4) Given the product [Cl:1][C:6]1[CH:5]=[C:4]([CH:9]([N:13]2[CH2:18][CH2:17][N:16]([CH3:19])[CH2:15][CH2:14]2)[C:10]([NH:36][NH:28][C:49]2[CH:54]=[C:53]([Cl:55])[CH:52]=[C:62]([Cl:64])[CH:48]=2)=[O:12])[CH:3]=[CH:8][CH:7]=1, predict the reactants needed to synthesize it. The reactants are: [ClH:1].Cl[C:3]1[CH:8]=[CH:7][CH:6]=[CH:5][C:4]=1[CH:9]([N:13]1[CH2:18][CH2:17][N:16]([CH3:19])[CH2:15][CH2:14]1)[C:10]([OH:12])=O.CN(C(O[N:28]1[N:36]=NC2C=CC=CC1=2)=[N+](C)C)C.[B-](F)(F)(F)F.CN1C2C=[CH:52][C:53]([Cl:55])=[CH:54][C:49]=2[C:48](C2C=CC=CC=2)=NCC1=O.[CH2:62]([Cl:64])Cl. (5) Given the product [C:24]1([CH2:30][C:31]([NH:33][C:34]([NH:23][C:20]2[CH:21]=[CH:22][C:17]([O:16][C:12]3[N:11]=[CH:10][N:9]=[C:8]4[C:13]=3[N:14]=[CH:15][N:7]4[CH:2]3[CH2:3][CH2:4][CH2:5][CH2:6][O:1]3)=[CH:18][CH:19]=2)=[S:35])=[O:32])[CH:29]=[CH:28][CH:27]=[CH:26][CH:25]=1, predict the reactants needed to synthesize it. The reactants are: [O:1]1[CH2:6][CH2:5][CH2:4][CH2:3][CH:2]1[N:7]1[CH:15]=[N:14][C:13]2[C:8]1=[N:9][CH:10]=[N:11][C:12]=2[O:16][C:17]1[CH:22]=[CH:21][C:20]([NH2:23])=[CH:19][CH:18]=1.[C:24]1([CH2:30][C:31]([N:33]=[C:34]=[S:35])=[O:32])[CH:29]=[CH:28][CH:27]=[CH:26][CH:25]=1.